From a dataset of Full USPTO retrosynthesis dataset with 1.9M reactions from patents (1976-2016). Predict the reactants needed to synthesize the given product. (1) The reactants are: [N+:1]([C:4]1[CH:14]=[C:8]2[C:9]([NH:11][C:12](=[O:13])[C:7]2=[CH:6][CH:5]=1)=[O:10])([O-:3])=[O:2].[C:15](=[O:18])([O-])[O-].[K+].[K+].Cl[CH2:22][C:23](=O)[CH3:24]. Given the product [N+:1]([C:4]1[CH:14]=[C:8]2[C:9]([N:11]([CH2:22][C:23](=[C:15]=[O:18])[CH3:24])[C:12](=[O:13])[C:7]2=[CH:6][CH:5]=1)=[O:10])([O-:3])=[O:2], predict the reactants needed to synthesize it. (2) Given the product [Br:1][C:2]1[C:3]([NH2:10])=[N:4][C:5]([Cl:8])=[N:6][CH:7]=1, predict the reactants needed to synthesize it. The reactants are: [Br:1][C:2]1[C:3](Cl)=[N:4][C:5]([Cl:8])=[N:6][CH:7]=1.[NH3:10].CO. (3) Given the product [NH2:1][C:2]1[C:14]([CH3:15])=[CH:13][C:12]([C:16]#[N:17])=[CH:11][C:3]=1[C:4]([NH:19][CH3:18])=[O:6], predict the reactants needed to synthesize it. The reactants are: [NH2:1][C:2]1[C:14]([CH3:15])=[CH:13][C:12]([C:16]#[N:17])=[CH:11][C:3]=1[C:4]([O:6]CCOC)=O.[CH3:18][NH2:19].